This data is from Forward reaction prediction with 1.9M reactions from USPTO patents (1976-2016). The task is: Predict the product of the given reaction. (1) Given the reactants [CH3:1][O:2][C:3]1[CH:12]=[C:11]2[C:6]([C:7]([N:13]([CH3:23])[C:14]3[CH:19]=[CH:18][C:17]([N+:20]([O-])=O)=[CH:16][CH:15]=3)=[CH:8][CH:9]=[N:10]2)=[N:5][CH:4]=1.[H][H], predict the reaction product. The product is: [CH3:1][O:2][C:3]1[CH:12]=[C:11]2[C:6]([C:7]([N:13]([CH3:23])[C:14]3[CH:19]=[CH:18][C:17]([NH2:20])=[CH:16][CH:15]=3)=[CH:8][CH:9]=[N:10]2)=[N:5][CH:4]=1. (2) Given the reactants CC(C1C=C(O)C=CC=1OC)(C)C.CC(C1C=C(OC)C=CC=1O)(C)C.[O:27]=[CH:28][C@@H:29]([C@H:31]([C@@H:33]([C@@H:35]([CH2:37][OH:38])[OH:36])[OH:34])[OH:32])[OH:30].[CH2:39]([OH:61])[C@H:40]1[O:45][C@H:44]([O:46][C@H:47]2[C@H:52]([OH:53])[C@@H:51]([OH:54])[C@H:50]([OH:55])[O:49][C@@H:48]2[CH2:56][OH:57])[C@H:43]([OH:58])[C@@H:42]([OH:59])[C@@H:41]1[OH:60], predict the reaction product. The product is: [CH2:39]([OH:61])[C@H:40]1[O:45][C@H:44]([O:46][C@H:47]2[C@H:52]([OH:53])[C@@H:51]([OH:54])[C@H:50]([OH:55])[O:49][C@@H:48]2[CH2:56][OH:57])[C@H:43]([OH:58])[C@@H:42]([OH:59])[C@@H:41]1[OH:60].[O:27]=[CH:28][C@@H:29]([C@H:31]([C@@H:33]([C@@H:35]([CH2:37][OH:38])[OH:36])[OH:34])[OH:32])[OH:30]. (3) Given the reactants N1(C2C=C(C3C=C4C5C(=CN=C(C6C=NC=CC=6)C=5)NC4=NC=3)C=CC=2)CCNCC1.[N:32]1[CH:37]=[CH:36][CH:35]=[C:34]([C:38]2[CH:39]=[C:40]3[C:50]4[C:45](=[N:46][CH:47]=[C:48]([C:51]5[CH:56]=[CH:55][N:54]=[C:53]([N:57]6[CH2:62][CH2:61][N:60](C(OC(C)(C)C)=O)[CH2:59][CH2:58]6)[CH:52]=5)[CH:49]=4)[NH:44][C:41]3=[CH:42][N:43]=2)[CH:33]=1, predict the reaction product. The product is: [N:57]1([C:53]2[CH:52]=[C:51]([C:48]3[CH:49]=[C:50]4[C:40]5[C:41](=[CH:42][N:43]=[C:38]([C:34]6[CH:33]=[N:32][CH:37]=[CH:36][CH:35]=6)[CH:39]=5)[NH:44][C:45]4=[N:46][CH:47]=3)[CH:56]=[CH:55][N:54]=2)[CH2:58][CH2:59][NH:60][CH2:61][CH2:62]1. (4) Given the reactants O.[NH2:2][NH2:3].Cl[C:5]1[N:6]=[C:7]2[CH:30]=[C:29]([Cl:31])[CH:28]=[N:27][C:8]2=[N:9][C:10]=1[N:11]1[CH2:19][CH:18]2[CH:13]([N:14]([C:20]([O:22][C:23]([CH3:26])([CH3:25])[CH3:24])=[O:21])[CH2:15][CH2:16][CH2:17]2)[CH2:12]1.CCO, predict the reaction product. The product is: [Cl:31][C:29]1[CH:28]=[N:27][C:8]2=[N:9][C:10]([N:11]3[CH2:19][CH:18]4[CH:13]([N:14]([C:20]([O:22][C:23]([CH3:26])([CH3:25])[CH3:24])=[O:21])[CH2:15][CH2:16][CH2:17]4)[CH2:12]3)=[C:5]([NH:2][NH2:3])[N:6]=[C:7]2[CH:30]=1. (5) Given the reactants [Br:1][C:2]1[CH:10]=[C:9]2[C:5]([CH2:6][C:7]3([CH2:16][CH2:15][C:14](=[O:17])[CH2:13][CH2:12]3)[C:8]2=[O:11])=[CH:4][CH:3]=1.[BH4-].[Na+], predict the reaction product. The product is: [Br:1][C:2]1[CH:10]=[C:9]2[C:5]([CH2:6][C:7]3([CH2:16][CH2:15][CH:14]([OH:17])[CH2:13][CH2:12]3)[C:8]2=[O:11])=[CH:4][CH:3]=1. (6) Given the reactants [Br:1][C:2]1[CH:3]=[N:4][CH:5]=[CH:6][C:7]=1[CH:8]=[O:9].[OH-].[K+].[N+:12]([CH2:14][C:15]([N:17]1[CH2:21][CH2:20][CH2:19][CH2:18]1)=[O:16])#[C-:13], predict the reaction product. The product is: [Br:1][C:2]1[CH:3]=[N:4][CH:5]=[CH:6][C:7]=1[C@@H:8]1[O:9][CH:13]=[N:12][C@H:14]1[C:15]([N:17]1[CH2:21][CH2:20][CH2:19][CH2:18]1)=[O:16]. (7) Given the reactants [F:1][C:2]1[CH:3]=[C:4]2[C:8](=[CH:9][CH:10]=1)[N:7]([S:11]([C:14]1[CH:19]=[CH:18][C:17]([CH3:20])=[CH:16][CH:15]=1)(=[O:13])=[O:12])[CH:6]=[C:5]2[S:21](Cl)(=[O:23])=[O:22].[CH3:25][NH:26][CH3:27], predict the reaction product. The product is: [CH3:25][N:26]([CH3:27])[S:21]([C:5]1[C:4]2[C:8](=[CH:9][CH:10]=[C:2]([F:1])[CH:3]=2)[N:7]([S:11]([C:14]2[CH:19]=[CH:18][C:17]([CH3:20])=[CH:16][CH:15]=2)(=[O:13])=[O:12])[CH:6]=1)(=[O:23])=[O:22]. (8) Given the reactants [N:1]([C@@H:4]1[C@@H:8]([O:9][CH2:10][C:11]#[C:12][CH3:13])[CH2:7][N:6]([C:14]([O:16][C:17]([CH3:20])([CH3:19])[CH3:18])=[O:15])[CH2:5]1)=[N+:2]=[N-:3], predict the reaction product. The product is: [CH3:13][C:12]1[N:3]=[N:2][N:1]2[C:11]=1[CH2:10][O:9][C@H:8]1[CH2:7][N:6]([C:14]([O:16][C:17]([CH3:20])([CH3:19])[CH3:18])=[O:15])[CH2:5][C@H:4]21.